From a dataset of Full USPTO retrosynthesis dataset with 1.9M reactions from patents (1976-2016). Predict the reactants needed to synthesize the given product. (1) The reactants are: [C:1]([O:5][C:6]([N:8]1[CH2:13][CH2:12][CH:11]([O:14][C:15]2[CH:20]=[CH:19][C:18]([CH:21]=O)=[CH:17][CH:16]=2)[CH2:10][CH2:9]1)=[O:7])([CH3:4])([CH3:3])[CH3:2].[NH:23]1[CH2:28][CH2:27][NH:26][CH2:25][CH2:24]1.C(OC(N1CCN(CC2C=CC(OCCCN3CCCCC3)=CC=2)CC1)=O)(C)(C)C. Given the product [C:1]([O:5][C:6]([N:8]1[CH2:9][CH2:10][CH:11]([O:14][C:15]2[CH:16]=[CH:17][C:18]([CH2:21][N:23]3[CH2:28][CH2:27][NH:26][CH2:25][CH2:24]3)=[CH:19][CH:20]=2)[CH2:12][CH2:13]1)=[O:7])([CH3:3])([CH3:2])[CH3:4], predict the reactants needed to synthesize it. (2) Given the product [P:38]([O:19][C@@H:15]1[CH2:16][CH2:17][CH2:18][N:13]([S:10]([CH2:9][C@H:6]2[CH2:5][CH2:4][C@H:3]([N:2]([CH3:1])[C:20]3[C:21]4[CH:28]=[CH:27][NH:26][C:22]=4[N:23]=[CH:24][N:25]=3)[CH2:8][CH2:7]2)(=[O:12])=[O:11])[CH2:14]1)([O:43][CH2:44][CH3:45])([O:40][CH2:41][CH3:42])=[O:39], predict the reactants needed to synthesize it. The reactants are: [CH3:1][N:2]([C:20]1[C:21]2[CH:28]=[CH:27][NH:26][C:22]=2[N:23]=[CH:24][N:25]=1)[C@H:3]1[CH2:8][CH2:7][C@H:6]([CH2:9][S:10]([N:13]2[CH2:18][CH2:17][CH2:16][C@@H:15]([OH:19])[CH2:14]2)(=[O:12])=[O:11])[CH2:5][CH2:4]1.C(N(C(C)C)CC)(C)C.[P:38](OCl)([O:43][CH2:44][CH3:45])([O:40][CH2:41][CH3:42])=[O:39].CO. (3) Given the product [CH2:1]([NH:8][C:9]1[N:18]=[C:17]2[C:12]([C:13]([N:25]3[CH2:29][CH2:28][CH2:27][CH2:26]3)=[N:14][C:15]([N:19]3[CH2:20][CH2:21][N:22]([C:31]([O:32][C:2]([CH3:7])([CH3:3])[CH3:1])=[O:34])[CH2:23][CH2:24]3)=[N:16]2)=[N:11][C:10]=1[Cl:30])[C:2]1[CH:7]=[CH:6][CH:5]=[CH:4][CH:3]=1, predict the reactants needed to synthesize it. The reactants are: [CH2:1]([NH:8][C:9]1[N:18]=[C:17]2[C:12]([C:13]([N:25]3[CH2:29][CH2:28][CH2:27][CH2:26]3)=[N:14][C:15]([N:19]3[CH2:24][CH2:23][NH:22][CH2:21][CH2:20]3)=[N:16]2)=[N:11][C:10]=1[Cl:30])[C:2]1[CH:7]=[CH:6][CH:5]=[CH:4][CH:3]=1.[C:31](=[O:34])([O-])[OH:32].[Na+]. (4) Given the product [Cl:1][C:2]1[CH:14]=[CH:13][CH:12]=[CH:11][C:3]=1[CH2:4][C:5]1[S:9][C:8]([NH:10][C:27]([C:24]2([C:22]3[CH:21]=[CH:20][C:19]4[O:15][CH2:16][O:17][C:18]=4[CH:23]=3)[CH2:26][CH2:25]2)=[O:28])=[N:7][N:6]=1, predict the reactants needed to synthesize it. The reactants are: [Cl:1][C:2]1[CH:14]=[CH:13][CH:12]=[CH:11][C:3]=1[CH2:4][C:5]1[S:9][C:8]([NH2:10])=[N:7][N:6]=1.[O:15]1[C:19]2[CH:20]=[CH:21][C:22]([C:24]3([C:27](O)=[O:28])[CH2:26][CH2:25]3)=[CH:23][C:18]=2[O:17][CH2:16]1.C(N(CC)CC)C.F[P-](F)(F)(F)(F)F.N1(O[P+](N(C)C)(N(C)C)N(C)C)C2C=CC=CC=2N=N1. (5) Given the product [ClH:1].[Cl:1][C:2]1[CH:3]=[CH:4][C:5]([O:27][CH2:28][CH:29]([CH3:31])[CH3:30])=[C:6]([CH2:8][N:9]2[C:13]([CH3:14])=[CH:12][C:11]([NH:15][C:16](=[O:26])[C:17]3[CH:22]=[CH:21][C:20]([CH2:23][NH:39][CH:36]([CH3:38])[CH3:37])=[C:19]([F:25])[CH:18]=3)=[N:10]2)[CH:7]=1, predict the reactants needed to synthesize it. The reactants are: [Cl:1][C:2]1[CH:3]=[CH:4][C:5]([O:27][CH2:28][CH:29]([CH3:31])[CH3:30])=[C:6]([CH2:8][N:9]2[C:13]([CH3:14])=[CH:12][C:11]([NH:15][C:16](=[O:26])[C:17]3[CH:22]=[CH:21][C:20]([CH:23]=O)=[C:19]([F:25])[CH:18]=3)=[N:10]2)[CH:7]=1.C(O)(=O)C.[CH:36]([NH2:39])([CH3:38])[CH3:37].C(O[BH-](OC(=O)C)OC(=O)C)(=O)C.[Na+]. (6) Given the product [CH3:1][N:2]([C:3]1[CH:4]=[N:5][CH:6]=[CH:7][C:8]=1[C:9]1[CH:14]=[CH:13][CH:12]=[CH:11][C:10]=1[CH3:15])[C:24]([C:19]1[CH:18]=[C:17]([CH3:16])[CH:22]=[C:21]([CH3:23])[N:20]=1)=[O:25], predict the reactants needed to synthesize it. The reactants are: [CH3:1][NH:2][C:3]1[CH:4]=[N:5][CH:6]=[CH:7][C:8]=1[C:9]1[CH:14]=[CH:13][CH:12]=[CH:11][C:10]=1[CH3:15].[CH3:16][C:17]1[CH:22]=[C:21]([CH3:23])[N:20]=[C:19]([C:24](O)=[O:25])[CH:18]=1.